Dataset: Catalyst prediction with 721,799 reactions and 888 catalyst types from USPTO. Task: Predict which catalyst facilitates the given reaction. The catalyst class is: 65. Reactant: [Cl:1][C:2]1[CH:3]=[C:4]([CH:9]=[CH:10][C:11]=1[O:12][CH3:13])[C:5]([O:7][CH3:8])=[O:6].[N+:14]([O-])([OH:16])=[O:15]. Product: [Cl:1][C:2]1[CH:3]=[C:4]([CH:9]=[C:10]([N+:14]([O-:16])=[O:15])[C:11]=1[O:12][CH3:13])[C:5]([O:7][CH3:8])=[O:6].